Dataset: Full USPTO retrosynthesis dataset with 1.9M reactions from patents (1976-2016). Task: Predict the reactants needed to synthesize the given product. (1) Given the product [Br:23][C:24]1[CH:29]=[CH:28][C:27]([C@H:30]([NH:32][C:6]2[C:7]([C:9]([NH:11][C@H:12]([C:14]3[CH:19]=[CH:18][C:17]([F:20])=[C:16]([F:21])[CH:15]=3)[CH3:13])=[O:10])=[N:8][C:3]([C:1]#[N:2])=[CH:4][N:5]=2)[CH3:31])=[CH:26][CH:25]=1, predict the reactants needed to synthesize it. The reactants are: [C:1]([C:3]1[N:8]=[C:7]([C:9]([NH:11][C@H:12]([C:14]2[CH:19]=[CH:18][C:17]([F:20])=[C:16]([F:21])[CH:15]=2)[CH3:13])=[O:10])[C:6](F)=[N:5][CH:4]=1)#[N:2].[Br:23][C:24]1[CH:29]=[CH:28][C:27]([C@H:30]([NH2:32])[CH3:31])=[CH:26][CH:25]=1.CCN(CC)CC. (2) Given the product [CH:1]1[N:5]2[C:6]3[C:11]([CH2:12][CH2:13][C:4]2=[C:3]([CH2:14][CH:15]2[CH2:20][CH2:19][CH2:18][N:17]([C:21]([O:23][C:24]([CH3:26])([CH3:25])[CH3:27])=[O:22])[C:16]2=[O:28])[N:2]=1)=[CH:10][CH:9]=[CH:8][CH:7]=3, predict the reactants needed to synthesize it. The reactants are: [CH:1]1[N:5]2[C:6]3[C:11]([CH2:12][CH2:13][C:4]2=[C:3](/[CH:14]=[C:15]2/[C:16](=[O:28])[N:17]([C:21]([O:23][C:24]([CH3:27])([CH3:26])[CH3:25])=[O:22])[CH2:18][CH2:19][CH2:20]/2)[N:2]=1)=[CH:10][CH:9]=[CH:8][CH:7]=3. (3) Given the product [CH:1]1([CH2:6][C@@H:7]([C:8]([N:10]2[CH:14]([C:15]([N:39]3[CH2:44][CH2:43][O:42][CH2:41][CH2:40]3)=[O:16])[CH2:13][CH:12]=[N:11]2)=[O:9])[CH2:18][C:19]([O:21][C:22]([CH3:24])([CH3:25])[CH3:23])=[O:20])[CH2:5][CH2:4][CH2:3][CH2:2]1, predict the reactants needed to synthesize it. The reactants are: [CH:1]1([CH2:6][C@H:7]([CH2:18][C:19]([O:21][C:22]([CH3:25])([CH3:24])[CH3:23])=[O:20])[C:8]([N:10]2[CH:14]([C:15](O)=[O:16])[CH2:13][CH:12]=[N:11]2)=[O:9])[CH2:5][CH2:4][CH2:3][CH2:2]1.CCN(C(C)C)C(C)C.C(Cl)CCl.[NH:39]1[CH2:44][CH2:43][O:42][CH2:41][CH2:40]1. (4) Given the product [Cl:1][C@H:2]([CH2:6][CH:7]1[CH2:11][CH2:10][CH2:9][CH2:8]1)[C:3]([OH:5])=[O:4], predict the reactants needed to synthesize it. The reactants are: [Cl:1][CH:2]([CH2:6][CH:7]1[CH2:11][CH2:10][CH2:9][CH2:8]1)[C:3]([OH:5])=[O:4].CCOC(C)=O.[Na+].[Cl-].